This data is from Catalyst prediction with 721,799 reactions and 888 catalyst types from USPTO. The task is: Predict which catalyst facilitates the given reaction. Reactant: CN(C(ON1N=NC2C=CC=NC1=2)=[N+](C)C)C.F[P-](F)(F)(F)(F)F.Cl.[NH2:26][CH:27]([C:33](=[O:35])[CH3:34])[C:28]([O:30][CH2:31][CH3:32])=[O:29].[C:36](O)(=[O:39])[CH2:37][CH3:38].CN1CCOCC1. Product: [O:35]=[C:33]([CH3:34])[CH:27]([NH:26][C:36](=[O:39])[CH2:37][CH3:38])[C:28]([O:30][CH2:31][CH3:32])=[O:29]. The catalyst class is: 827.